Dataset: Forward reaction prediction with 1.9M reactions from USPTO patents (1976-2016). Task: Predict the product of the given reaction. (1) Given the reactants [CH:1]1([C:4]2[O:5][C:6]3[C:7](=[C:9]([C:14]([O:16]C)=[O:15])[CH:10]=[C:11]([F:13])[CH:12]=3)[N:8]=2)[CH2:3][CH2:2]1.[OH-].[Na+].Cl, predict the reaction product. The product is: [CH:1]1([C:4]2[O:5][C:6]3[C:7](=[C:9]([C:14]([OH:16])=[O:15])[CH:10]=[C:11]([F:13])[CH:12]=3)[N:8]=2)[CH2:2][CH2:3]1. (2) Given the reactants [CH:1]([O:4][C:5]1[CH:14]=[C:13]([C:15]([F:18])([F:17])[F:16])[C:12]2[C:7](=[CH:8][CH:9]=[C:10]3[NH:22][C@H:21]([CH:23]([CH3:25])[CH3:24])[CH2:20][O:19][C:11]3=2)[N:6]=1)([CH3:3])[CH3:2].[BH4-].[Na+].[Cl:28][CH2:29][C:30](O)=O, predict the reaction product. The product is: [Cl:28][CH2:29][CH2:30][N:22]1[C:10]2[C:11](=[C:12]3[C:7](=[CH:8][CH:9]=2)[N:6]=[C:5]([O:4][CH:1]([CH3:3])[CH3:2])[CH:14]=[C:13]3[C:15]([F:18])([F:17])[F:16])[O:19][CH2:20][C@H:21]1[CH:23]([CH3:25])[CH3:24]. (3) Given the reactants [CH2:1]([N:8]1[C:12]2=[CH:13][N:14]=[C:15]([O:17][CH3:18])[CH:16]=[C:11]2[C:10]([C:19](O)=[O:20])=[C:9]1[CH:22]([CH3:24])[CH3:23])[C:2]1[CH:7]=[CH:6][CH:5]=[CH:4][CH:3]=1.[F:25][C:26]1[CH:27]=[C:28]([CH:31]=[CH:32][C:33]=1[F:34])[CH2:29][NH2:30].C(Cl)CCl.CCN(CC)CC, predict the reaction product. The product is: [CH2:1]([N:8]1[C:12]2=[CH:13][N:14]=[C:15]([O:17][CH3:18])[CH:16]=[C:11]2[C:10]([C:19]([NH:30][CH2:29][C:28]2[CH:31]=[CH:32][C:33]([F:34])=[C:26]([F:25])[CH:27]=2)=[O:20])=[C:9]1[CH:22]([CH3:23])[CH3:24])[C:2]1[CH:7]=[CH:6][CH:5]=[CH:4][CH:3]=1. (4) Given the reactants [C:1](N1C=CN=C1)(=[O:9])[C:2](N1C=CN=C1)=[O:3].[C:15]([O:19][C:20](=[O:57])[N:21]([C@H:23]([C:25](=[O:56])[NH:26][C@@H:27]1[C:33](=[O:34])[N:32]([CH2:35][C:36]2[C:45]3[C:40](=[CH:41][C:42]([C:46](=[NH:49])[NH:47][NH2:48])=[CH:43][CH:44]=3)[CH:39]=[CH:38][C:37]=2[O:50][CH3:51])[C:31]2[CH:52]=[CH:53][CH:54]=[CH:55][C:30]=2[CH2:29][CH2:28]1)[CH3:24])[CH3:22])([CH3:18])([CH3:17])[CH3:16], predict the reaction product. The product is: [C:15]([O:19][C:20](=[O:57])[N:21]([C@H:23]([C:25](=[O:56])[NH:26][C@@H:27]1[C:33](=[O:34])[N:32]([CH2:35][C:36]2[C:45]3[C:40](=[CH:41][C:42]([C:46]4[NH:49][C:2](=[O:3])[C:1](=[O:9])[NH:48][N:47]=4)=[CH:43][CH:44]=3)[CH:39]=[CH:38][C:37]=2[O:50][CH3:51])[C:31]2[CH:52]=[CH:53][CH:54]=[CH:55][C:30]=2[CH2:29][CH2:28]1)[CH3:24])[CH3:22])([CH3:16])([CH3:17])[CH3:18]. (5) Given the reactants Cl[C:2]1[N:7]=[C:6]([NH:8][C:9]2[CH:14]=[CH:13][C:12]([N:15]3[CH2:20][CH2:19][O:18][CH2:17][CH2:16]3)=[CH:11][C:10]=2[O:21][CH3:22])[C:5]([Cl:23])=[CH:4][N:3]=1.[NH2:24][C:25]1[CH:40]=[CH:39][C:28]2[N:29]([CH2:37][CH3:38])[C:30](=[O:36])[CH2:31][CH2:32][C:33]([CH3:35])([CH3:34])[C:27]=2[CH:26]=1.Cl, predict the reaction product. The product is: [Cl:23][C:5]1[C:6]([NH:8][C:9]2[CH:14]=[CH:13][C:12]([N:15]3[CH2:20][CH2:19][O:18][CH2:17][CH2:16]3)=[CH:11][C:10]=2[O:21][CH3:22])=[N:7][C:2]([NH:24][C:25]2[CH:40]=[CH:39][C:28]3[N:29]([CH2:37][CH3:38])[C:30](=[O:36])[CH2:31][CH2:32][C:33]([CH3:34])([CH3:35])[C:27]=3[CH:26]=2)=[N:3][CH:4]=1. (6) Given the reactants [CH3:1][N:2]1[C:11](=[O:12])[C:10]2[C:5](=[CH:6][CH:7]=[C:8]([N:13]3[CH2:17][CH:16]4[CH2:18][N:19](C(OC(C)(C)C)=O)[CH2:20][CH:15]4[CH2:14]3)[CH:9]=2)[N:4]=[CH:3]1.FC(F)(F)C(O)=O, predict the reaction product. The product is: [CH2:14]1[CH:15]2[CH2:20][NH:19][CH2:18][CH:16]2[CH2:17][N:13]1[C:8]1[CH:9]=[C:10]2[C:5](=[CH:6][CH:7]=1)[N:4]=[CH:3][N:2]([CH3:1])[C:11]2=[O:12]. (7) Given the reactants [NH2:1][C:2]1[CH:7]=[CH:6][C:5]([O:8][C:9]([F:12])([F:11])[F:10])=[CH:4][C:3]=1[S:13][CH2:14][C:15]#[N:16], predict the reaction product. The product is: [NH2:16][C:15]1[CH2:14][S:13][C:3]2[CH:4]=[C:5]([O:8][C:9]([F:10])([F:11])[F:12])[CH:6]=[CH:7][C:2]=2[N:1]=1. (8) Given the reactants [CH3:1][C:2]1[N:3]=[C:4]([C:12]2[CH:17]=[CH:16][CH:15]=[C:14]([C:18]([F:21])([F:20])[F:19])[CH:13]=2)[N:5]2[C:10]=1[CH:9]=[N:8][C:7]([NH2:11])=[N:6]2.Br[C:23]1[CH:28]=[CH:27][C:26]([NH:29][C:30](=[O:32])[CH3:31])=[CH:25][CH:24]=1.C(P(C(C)(C)C)C1C=CC=CC=1C1C=CC=CC=1)(C)(C)C.CC([O-])(C)C.[Na+], predict the reaction product. The product is: [CH3:1][C:2]1[N:3]=[C:4]([C:12]2[CH:17]=[CH:16][CH:15]=[C:14]([C:18]([F:21])([F:19])[F:20])[CH:13]=2)[N:5]2[C:10]=1[CH:9]=[N:8][C:7]([NH:11][C:23]1[CH:28]=[CH:27][C:26]([NH:29][C:30](=[O:32])[CH3:31])=[CH:25][CH:24]=1)=[N:6]2.